Dataset: Forward reaction prediction with 1.9M reactions from USPTO patents (1976-2016). Task: Predict the product of the given reaction. (1) Given the reactants Cl.[NH2:2][CH:3]([C:9]([O:11][CH2:12][CH3:13])=[O:10])[C:4]([O:6][CH2:7][CH3:8])=[O:5].[F:14][C:15]1[CH:23]=[CH:22][C:18]([C:19](Cl)=[O:20])=[C:17]([C:24]([F:27])([F:26])[F:25])[CH:16]=1, predict the reaction product. The product is: [F:14][C:15]1[CH:23]=[CH:22][C:18]([C:19]([NH:2][CH:3]([C:4]([O:6][CH2:7][CH3:8])=[O:5])[C:9]([O:11][CH2:12][CH3:13])=[O:10])=[O:20])=[C:17]([C:24]([F:25])([F:26])[F:27])[CH:16]=1. (2) The product is: [Cl:1][C:2]1[C:7]([CH:29]=[O:30])=[C:6]([NH:8][C:9](=[O:15])[O:10][C:11]([CH3:12])([CH3:14])[CH3:13])[CH:5]=[CH:4][N:3]=1. Given the reactants [Cl:1][C:2]1[CH:7]=[C:6]([NH:8][C:9](=[O:15])[O:10][C:11]([CH3:14])([CH3:13])[CH3:12])[CH:5]=[CH:4][N:3]=1.C([Li])(C)(C)C.CCCCC.CN([CH:29]=[O:30])C, predict the reaction product. (3) Given the reactants FC(F)(F)S([O-])(=O)=O.[C:9]([O:13][C:14]([NH:16][C:17]12[CH2:24][CH2:23][C:20]([CH2:25][CH2:26][C:27]3[C:36]4[C:31](=[CH:32][CH:33]=[C:34]([O:37][CH3:38])[N:35]=4)[N+:30]([CH3:39])=[CH:29][CH:28]=3)([CH2:21][CH2:22]1)[O:19][CH2:18]2)=[O:15])([CH3:12])([CH3:11])[CH3:10].[OH-:40].[Na+], predict the reaction product. The product is: [CH3:38][O:37][C:34]1[N:35]=[C:36]2[C:31](=[CH:32][CH:33]=1)[N:30]([CH3:39])[C:29](=[O:40])[CH:28]=[C:27]2[CH2:26][CH2:25][C:20]12[CH2:21][CH2:22][C:17]([NH:16][C:14](=[O:15])[O:13][C:9]([CH3:11])([CH3:10])[CH3:12])([CH2:24][CH2:23]1)[CH2:18][O:19]2.